The task is: Predict the product of the given reaction.. This data is from Forward reaction prediction with 1.9M reactions from USPTO patents (1976-2016). (1) Given the reactants Cl[C:2]1[N:7]=[C:6]([O:8][C:9]2[CH:35]=[CH:34][CH:33]=[CH:32][C:10]=2[CH2:11][NH:12][C:13]([NH:15][C:16]2[N:20]([C:21]3[CH:26]=[CH:25][C:24]([CH3:27])=[CH:23][CH:22]=3)[N:19]=[C:18]([C:28]([CH3:31])([CH3:30])[CH3:29])[CH:17]=2)=[O:14])[CH:5]=[CH:4][N:3]=1.[CH2:36]([NH2:40])[CH2:37][CH2:38][CH3:39].C(=O)([O-])[O-].[Na+].[Na+], predict the reaction product. The product is: [CH2:36]([NH:40][C:2]1[N:7]=[C:6]([O:8][C:9]2[CH:35]=[CH:34][CH:33]=[CH:32][C:10]=2[CH2:11][NH:12][C:13]([NH:15][C:16]2[N:20]([C:21]3[CH:22]=[CH:23][C:24]([CH3:27])=[CH:25][CH:26]=3)[N:19]=[C:18]([C:28]([CH3:29])([CH3:31])[CH3:30])[CH:17]=2)=[O:14])[CH:5]=[CH:4][N:3]=1)[CH2:37][CH2:38][CH3:39]. (2) Given the reactants [Cl:1][C:2]1[CH:3]=[C:4]([C:8]#[CH:9])[CH:5]=[CH:6][CH:7]=1.[CH2:10]([O:12][C:13]([N:15]1[CH2:20][CH2:19][NH:18][CH2:17][CH2:16]1)=[O:14])[CH3:11].[F:21][C:22]1[CH:29]=[C:28]([F:30])[CH:27]=[CH:26][C:23]=1[CH:24]=O, predict the reaction product. The product is: [CH2:10]([O:12][C:13]([N:15]1[CH2:16][CH2:17][N:18]([CH:24]([C:23]2[CH:26]=[CH:27][C:28]([F:30])=[CH:29][C:22]=2[F:21])[C:9]#[C:8][C:4]2[CH:5]=[CH:6][CH:7]=[C:2]([Cl:1])[CH:3]=2)[CH2:19][CH2:20]1)=[O:14])[CH3:11].